This data is from Full USPTO retrosynthesis dataset with 1.9M reactions from patents (1976-2016). The task is: Predict the reactants needed to synthesize the given product. (1) The reactants are: [H-].[Na+].[Cl:3][C:4]1[CH:9]=[CH:8][C:7]([CH2:10][OH:11])=[CH:6][CH:5]=1.Cl[C:13]1[N:18]=[CH:17][N:16]([C:19]2[CH:24]=[CH:23][C:22]([O:25][CH2:26][C:27]([OH:30])([CH3:29])[CH3:28])=[C:21]([O:31][CH3:32])[CH:20]=2)[C:15](=[O:33])[CH:14]=1. Given the product [Cl:3][C:4]1[CH:9]=[CH:8][C:7]([CH2:10][O:11][C:13]2[N:18]=[CH:17][N:16]([C:19]3[CH:24]=[CH:23][C:22]([O:25][CH2:26][C:27]([OH:30])([CH3:29])[CH3:28])=[C:21]([O:31][CH3:32])[CH:20]=3)[C:15](=[O:33])[CH:14]=2)=[CH:6][CH:5]=1, predict the reactants needed to synthesize it. (2) Given the product [Br:1][C:2]1[C:3](=[O:33])[N:4]([CH2:19][C:20]([C:22]2[CH:27]=[CH:26][C:25]([N:28]([CH2:29][CH3:30])[CH2:31][CH3:32])=[CH:24][CH:23]=2)=[N:48][O:53][CH3:54])[N:5]=[CH:6][C:7]=1[NH:8][C@@H:9]1[CH2:14][C@@H:13]2[CH2:15][C@@H:11]([C:12]2([CH3:17])[CH3:16])[C@H:10]1[CH3:18], predict the reactants needed to synthesize it. The reactants are: [Br:1][C:2]1[C:3](=[O:33])[N:4]([CH2:19][C:20]([C:22]2[CH:27]=[CH:26][C:25]([N:28]([CH2:31][CH3:32])[CH2:29][CH3:30])=[CH:24][CH:23]=2)=O)[N:5]=[CH:6][C:7]=1[NH:8][C@@H:9]1[CH2:14][C@@H:13]2[CH2:15][C@@H:11]([C:12]2([CH3:17])[CH3:16])[C@H:10]1[CH3:18].CC([NH2:48])C(O)C1C=C(OC)C=CC=1OC.Cl.C([O:53][CH2:54]C)(=O)C.